The task is: Predict the reactants needed to synthesize the given product.. This data is from Full USPTO retrosynthesis dataset with 1.9M reactions from patents (1976-2016). The reactants are: [Cl-].[Cl:2][C:3]1[C:12]2[CH2:11][CH2:10][CH2:9][N:8]([CH:13]3[CH2:18][CH2:17][NH2+:16][CH2:15][CH2:14]3)[C:7](=[O:19])[C:6]=2[NH:5][C:4]=1[CH3:20].Br[C:22]1[S:23][C:24]([C:27]([O:29][CH2:30][CH3:31])=[O:28])=[CH:25][N:26]=1.CCN(CC)CC.O. Given the product [Cl:2][C:3]1[C:12]2[CH2:11][CH2:10][CH2:9][N:8]([CH:13]3[CH2:18][CH2:17][N:16]([C:22]4[S:23][C:24]([C:27]([O:29][CH2:30][CH3:31])=[O:28])=[CH:25][N:26]=4)[CH2:15][CH2:14]3)[C:7](=[O:19])[C:6]=2[NH:5][C:4]=1[CH3:20], predict the reactants needed to synthesize it.